Predict the product of the given reaction. From a dataset of Forward reaction prediction with 1.9M reactions from USPTO patents (1976-2016). (1) Given the reactants Br[C:2]1[CH:3]=[C:4]([N+:15]([O-:17])=[O:16])[C:5](=[O:14])[N:6]([C:8]2[CH:13]=[CH:12][CH:11]=[CH:10][CH:9]=2)[CH:7]=1, predict the reaction product. The product is: [N+:15]([C:4]1[C:5](=[O:14])[N:6]([C:8]2[CH:13]=[CH:12][CH:11]=[CH:10][CH:9]=2)[CH:7]=[C:2]([C:5]2[CH:4]=[CH:3][CH:2]=[CH:7][N:6]=2)[CH:3]=1)([O-:17])=[O:16]. (2) Given the reactants [NH2:1][C:2]1[CH:3]=[C:4]([C:8]2[C:17]3[C:12](=[CH:13][C:14]([O:20][CH3:21])=[C:15]([O:18][CH3:19])[CH:16]=3)[N:11]=[C:10](CN)[N:9]=2)[CH:5]=[CH:6][CH:7]=1.[Cl-].CO[C:27](=[O:37])[C:28]1[CH:36]=[CH:35][C:31]([C:32]([OH:34])=[O:33])=[CH:30][CH:29]=1.[CH:38]([N:41](C(C)C)CC)(C)C.[Cl-].[CH3:48]OC(=O)C1C=CC(C(O)=O)=CC=1.C(=O)([O-])O.[Na+], predict the reaction product. The product is: [CH3:48][C:30]1[CH:29]=[C:28]([C:27]([NH:1][C:2]2[CH:7]=[CH:6][CH:5]=[C:4]([C:8]3[C:17]4[C:12](=[CH:13][C:14]([O:20][CH3:21])=[C:15]([O:18][CH3:19])[CH:16]=4)[N:11]=[C:10]([NH:41][CH3:38])[N:9]=3)[CH:3]=2)=[O:37])[CH:36]=[CH:35][C:31]=1[C:32]([OH:34])=[O:33]. (3) Given the reactants Br[CH:2]([C:4]1[N:8]([CH3:9])[N:7]([C:10]2[CH:15]=[CH:14][C:13]([O:16][C:17]([F:20])([F:19])[F:18])=[CH:12][CH:11]=2)[C:6](=[O:21])[C:5]=1[Cl:22])[CH3:3].[Cl:23][C:24]1[CH:25]=[CH:26][C:27](C)=[C:28]([N:30]2[CH2:35][CH2:34][NH:33][CH2:32][CH2:31]2)[CH:29]=1.C(=O)([O-])[O-].[K+].[K+], predict the reaction product. The product is: [Cl:22][C:5]1[C:6](=[O:21])[N:7]([C:10]2[CH:15]=[CH:14][C:13]([O:16][C:17]([F:20])([F:19])[F:18])=[CH:12][CH:11]=2)[N:8]([CH3:9])[C:4]=1[CH:2]([N:33]1[CH2:32][CH2:31][N:30]([C:28]2[CH:29]=[C:24]([Cl:23])[CH:25]=[CH:26][CH:27]=2)[CH2:35][CH2:34]1)[CH3:3]. (4) Given the reactants C1(C[O:5][C:6](=[O:31])[CH:7]([C:12]2[CH:17]=[C:16]([O:18][CH2:19][CH:20]3[CH2:22][CH2:21]3)[C:15]([C:23]3[CH:28]=[CH:27][C:26]([Cl:29])=[CH:25][CH:24]=3)=[C:14]([Cl:30])[CH:13]=2)[CH2:8][CH:9]([CH3:11])[CH3:10])CC1.[OH-].[K+], predict the reaction product. The product is: [Cl:30][C:14]1[CH:13]=[C:12]([CH:7]([CH2:8][CH:9]([CH3:11])[CH3:10])[C:6]([OH:31])=[O:5])[CH:17]=[C:16]([O:18][CH2:19][CH:20]2[CH2:22][CH2:21]2)[C:15]=1[C:23]1[CH:24]=[CH:25][C:26]([Cl:29])=[CH:27][CH:28]=1. (5) Given the reactants [CH3:1][C:2]([C:4]([O:6][CH2:7][CH2:8]O)=[O:5])=[CH2:3].[CH3:10][C:11]([C:13]([CH:15]1[CH2:20][C:19](C)(C)N(C)C(C)(C)C1)=[O:14])=C.[CH3:26][C:27](N=NC(C#N)(C)C)(C#N)C, predict the reaction product. The product is: [CH3:10][CH2:11][CH2:13][CH2:15][CH:8]([CH2:7][O:6][C:4]([CH:2]=[CH2:3])=[O:5])[CH2:26][CH3:27].[CH3:19][CH2:20][CH2:15][CH2:13][O:14][C:4]([CH:2]=[CH2:1])=[O:5].